This data is from Forward reaction prediction with 1.9M reactions from USPTO patents (1976-2016). The task is: Predict the product of the given reaction. (1) Given the reactants [CH2:1]([N:3]([C:31](=O)[C:32]1[CH:37]=[CH:36][C:35]([OH:38])=[CH:34][CH:33]=1)[C:4]1[CH:9]=[C:8]([O:10][CH3:11])[C:7]([O:12][CH3:13])=[CH:6][C:5]=1[CH:14]1[CH2:23][CH2:22][C:21]2[CH:20]=[C:19]([O:24]C(=O)C(C)(C)C)[CH:18]=[CH:17][C:16]=2[CH2:15]1)[CH3:2].Cl[CH2:41][C:42]([N:44]1[CH2:49][CH2:48][CH:47]([CH3:50])[CH2:46][CH2:45]1)=O, predict the reaction product. The product is: [CH2:1]([N:3]([CH2:31][C:32]1[CH:33]=[CH:34][C:35]([O:38][CH2:41][CH2:42][N:44]2[CH2:49][CH2:48][CH:47]([CH3:50])[CH2:46][CH2:45]2)=[CH:36][CH:37]=1)[C:4]1[CH:9]=[C:8]([O:10][CH3:11])[C:7]([O:12][CH3:13])=[CH:6][C:5]=1[CH:14]1[CH2:23][CH2:22][C:21]2[CH:20]=[C:19]([OH:24])[CH:18]=[CH:17][C:16]=2[CH2:15]1)[CH3:2]. (2) Given the reactants C(OC(=O)[NH:7][C:8]1[CH:13]=[C:12]([N:14]([CH2:16][CH:17]([CH3:19])[CH3:18])[CH3:15])[C:11]([Cl:20])=[CH:10][C:9]=1[NH:21][C:22](=[O:40])[CH2:23][C:24]([C:26]1[CH:31]=[CH:30][CH:29]=[C:28]([C:32]2[CH:37]=[C:36]([CH3:38])[N:35]=[C:34]([CH3:39])[CH:33]=2)[CH:27]=1)=O)(C)(C)C.C(O)(C(F)(F)F)=O, predict the reaction product. The product is: [Cl:20][C:11]1[C:12]([N:14]([CH2:16][CH:17]([CH3:19])[CH3:18])[CH3:15])=[CH:13][C:8]2[N:7]=[C:24]([C:26]3[CH:31]=[CH:30][CH:29]=[C:28]([C:32]4[CH:33]=[C:34]([CH3:39])[N:35]=[C:36]([CH3:38])[CH:37]=4)[CH:27]=3)[CH2:23][C:22](=[O:40])[NH:21][C:9]=2[CH:10]=1. (3) Given the reactants CN(C(ON1N=NC2C=CC=NC1=2)=[N+](C)C)C.F[P-](F)(F)(F)(F)F.C(N(CC)C(C)C)(C)C.[CH2:34]([O:41][C:42]([NH:44][CH2:45][CH2:46][CH2:47][C@@H:48]([C:57]([OH:59])=O)[NH:49][C:50]([O:52][C:53]([CH3:56])([CH3:55])[CH3:54])=[O:51])=[O:43])[C:35]1[CH:40]=[CH:39][CH:38]=[CH:37][CH:36]=1.[CH2:60]([O:67][C:68](=[O:76])[NH:69][CH2:70][CH2:71][NH:72][CH2:73][CH2:74][OH:75])[C:61]1[CH:66]=[CH:65][CH:64]=[CH:63][CH:62]=1, predict the reaction product. The product is: [CH2:60]([O:67][C:68](=[O:76])[NH:69][CH2:70][CH2:71][N:72]([C:57](=[O:59])[C@@H:48]([NH:49][C:50]([O:52][C:53]([CH3:54])([CH3:55])[CH3:56])=[O:51])[CH2:47][CH2:46][CH2:45][NH:44][C:42]([O:41][CH2:34][C:35]1[CH:36]=[CH:37][CH:38]=[CH:39][CH:40]=1)=[O:43])[CH2:73][CH2:74][OH:75])[C:61]1[CH:62]=[CH:63][CH:64]=[CH:65][CH:66]=1. (4) Given the reactants [F:1][C:2]1[CH:7]=[CH:6][C:5]([C:8]2[S:12][C:11]([C:13]([OH:15])=O)=[CH:10][CH:9]=2)=[CH:4][CH:3]=1.[NH2:16][C:17]1[CH:26]=[CH:25][C:24]([Cl:27])=[CH:23][C:18]=1[C:19]([O:21]C)=[O:20], predict the reaction product. The product is: [Cl:27][C:24]1[CH:25]=[CH:26][C:17]([NH:16][C:13]([C:11]2[S:12][C:8]([C:5]3[CH:4]=[CH:3][C:2]([F:1])=[CH:7][CH:6]=3)=[CH:9][CH:10]=2)=[O:15])=[C:18]([CH:23]=1)[C:19]([OH:21])=[O:20].